Dataset: Reaction yield outcomes from USPTO patents with 853,638 reactions. Task: Predict the reaction yield, written as a fraction of the theoretical maximum amount of product (1.0 means a 100% yield; for example, 0.34 means a 34% yield). (1) The reactants are [C:1]([O:5][C:6]([N:8]1[CH2:13][CH2:12][CH:11]([O:14][C:15]2[CH:20]=[CH:19][C:18]([CH2:21]C(=O)C)=[CH:17][CH:16]=2)[CH2:10][CH2:9]1)=[O:7])([CH3:4])([CH3:3])[CH3:2].O.[C:26]([OH:30])(=O)[CH:27]=O.O.[NH2:32][NH2:33].[CH3:34][CH2:35]O. No catalyst specified. The product is [C:1]([O:5][C:6]([N:8]1[CH2:9][CH2:10][CH:11]([O:14][C:15]2[CH:20]=[CH:19][C:18]([C:21]3[C:35]([CH3:34])=[N:32][NH:33][C:26](=[O:30])[CH:27]=3)=[CH:17][CH:16]=2)[CH2:12][CH2:13]1)=[O:7])([CH3:4])([CH3:3])[CH3:2]. The yield is 0.460. (2) The reactants are [OH:1][C:2]1[CH:7]=[CH:6][CH:5]=[CH:4][C:3]=1[C:8](=[O:14])[CH2:9][C:10]([O:12][CH3:13])=[O:11].[Cl:15][C:16]1[CH:23]=[CH:22][C:19]([CH:20]=O)=[CH:18][C:17]=1[C:24]([F:27])([F:26])[F:25].N1CCCCC1.C(O)(=O)C. The catalyst is C(O)(C)C.O. The product is [Cl:15][C:16]1[CH:23]=[CH:22][C:19]([CH:20]2[CH:9]([C:10]([O:12][CH3:13])=[O:11])[C:8](=[O:14])[C:3]3[C:2](=[CH:7][CH:6]=[CH:5][CH:4]=3)[O:1]2)=[CH:18][C:17]=1[C:24]([F:25])([F:26])[F:27]. The yield is 0.510. (3) The reactants are [O-:1][N+:2]1[C:7]2[CH:8]=[CH:9][CH:10]=[CH:11][C:6]=2[N:5]=[C:4]([N:12]2[CH2:17][CH2:16][CH:15]([CH2:18][C:19]([NH:21][C:22]3[C:23]([C:27]([O:29]C)=[O:28])=[CH:24][S:25][CH:26]=3)=[O:20])[CH2:14][CH2:13]2)[N:3]=1.O.[OH-].[Li+].Cl. The catalyst is C1COCC1.CO.O. The product is [O-:1][N+:2]1[C:7]2[CH:8]=[CH:9][CH:10]=[CH:11][C:6]=2[N:5]=[C:4]([N:12]2[CH2:13][CH2:14][CH:15]([CH2:18][C:19]([NH:21][C:22]3[C:23]([C:27]([OH:29])=[O:28])=[CH:24][S:25][CH:26]=3)=[O:20])[CH2:16][CH2:17]2)[N:3]=1. The yield is 0.840. (4) The reactants are [NH3:1].[CH:2]1([C:8](Cl)=[O:9])[CH2:7][CH2:6][CH2:5][CH2:4][CH2:3]1. The catalyst is C(Cl)(Cl)Cl. The product is [CH:2]1([C:8]([NH2:1])=[O:9])[CH2:7][CH2:6][CH2:5][CH2:4][CH2:3]1. The yield is 0.461. (5) The product is [CH2:9]1[C@@H:5]2[CH2:4][CH2:3][CH:2]([OH:1])[C@@H:6]2[CH2:7][NH:8]1. The catalyst is C1COCC1.CO.[Pd]. The reactants are [OH:1][CH:2]1[C@@H:6]2[CH2:7][N:8](C(OCC3C=CC=CC=3)=O)[CH2:9][C@@H:5]2[CH2:4][CH2:3]1. The yield is 1.00. (6) The reactants are [Cl-].[Cl-].[Ca+2].[BH4-].[Na+].[F:6][C:7]1[CH:12]=[CH:11][C:10]([C:13]2[N:18]=[C:17]3[CH:19]=[C:20]([C:23](OC)=[O:24])[N:21]([CH3:22])[C:16]3=[C:15]([C:27]3[CH:32]=[CH:31][C:30]([F:33])=[CH:29][CH:28]=3)[C:14]=2[C:34]2[CH:39]=[CH:38][N:37]=[CH:36][CH:35]=2)=[CH:9][CH:8]=1. The catalyst is C1COCC1. The product is [F:6][C:7]1[CH:12]=[CH:11][C:10]([C:13]2[N:18]=[C:17]3[CH:19]=[C:20]([CH2:23][OH:24])[N:21]([CH3:22])[C:16]3=[C:15]([C:27]3[CH:32]=[CH:31][C:30]([F:33])=[CH:29][CH:28]=3)[C:14]=2[C:34]2[CH:35]=[CH:36][N:37]=[CH:38][CH:39]=2)=[CH:9][CH:8]=1. The yield is 0.260. (7) The reactants are CC1C=CC2C(=CC=CC=2N2CCN(CCC3C=C(C=CC=3)N)CC2)N=1.[Cl:27][C:28]1[CH:37]=[C:36]2[C:31]([CH:32]=[CH:33][C:34]([CH3:38])=[N:35]2)=[C:30]([N:39]2[CH2:44][CH2:43][N:42]([CH2:45][CH2:46][C:47]3[CH:52]=[CH:51][CH:50]=[C:49]([N+:53]([O-])=O)[CH:48]=3)[CH2:41][CH2:40]2)[CH:29]=1. No catalyst specified. The product is [Cl:27][C:28]1[CH:37]=[C:36]2[C:31]([CH:32]=[CH:33][C:34]([CH3:38])=[N:35]2)=[C:30]([N:39]2[CH2:40][CH2:41][N:42]([CH2:45][CH2:46][C:47]3[CH:48]=[C:49]([CH:50]=[CH:51][CH:52]=3)[NH2:53])[CH2:43][CH2:44]2)[CH:29]=1. The yield is 0.920.